This data is from Full USPTO retrosynthesis dataset with 1.9M reactions from patents (1976-2016). The task is: Predict the reactants needed to synthesize the given product. (1) Given the product [OH:1][C:2]1[CH:10]=[CH:9][C:5]([C:6]([O:8][CH3:18])=[O:7])=[CH:4][C:3]=1[O:11][CH3:12], predict the reactants needed to synthesize it. The reactants are: [OH:1][C:2]1[CH:10]=[CH:9][C:5]([C:6]([OH:8])=[O:7])=[CH:4][C:3]=1[O:11][CH3:12].S(=O)(=O)(O)O.[C:18]([O-])(O)=O.[Na+]. (2) Given the product [O:7]([C:8]1[C:13]([Cl:14])=[CH:12][C:11]([N:15]2[C:23]3[C:18](=[CH:19][C:20]([N+:24]([O-:26])=[O:25])=[CH:21][CH:22]=3)[CH:17]=[CH:16]2)=[CH:10][C:9]=1[Cl:27])[C@H:6]1[O:28][C@H:29]([CH2:40][OH:41])[C@@H:30]([OH:36])[C@H:31]([OH:32])[C@@H:5]1[OH:4], predict the reactants needed to synthesize it. The reactants are: C([O:4][C@H:5]1[C@@H:31]([O:32]C(=O)C)[C@H:30]([O:36]C(=O)C)[C@@H:29]([CH2:40][O:41]C(=O)C)[O:28][C@@H:6]1[O:7][C:8]1[C:13]([Cl:14])=[CH:12][C:11]([N:15]2[C:23]3[C:18](=[CH:19][C:20]([N+:24]([O-:26])=[O:25])=[CH:21][CH:22]=3)[CH:17]=[CH:16]2)=[CH:10][C:9]=1[Cl:27])(=O)C.C([O-])([O-])=O.[K+].[K+]. (3) Given the product [C:19]([O:18][CH2:16][CH2:15][CH2:14][CH2:38][CH2:37][CH2:36][O:39][C:4]1[CH:5]=[CH:6][C:34]([C:30]([O:13][C:14]2[CH:38]=[CH:37][C:36]([O:39][C:55](=[O:57])[C:54]3[CH:53]=[CH:52][C:51]([O:50][CH2:49][CH2:48][CH2:47][CH2:46][CH2:45][CH2:44][O:28][C:26](=[O:27])[CH:25]=[CH2:24])=[CH:59][CH:58]=3)=[CH:35][C:15]=2[C:16]([O:18][CH2:19][CH2:20][CH2:21][CH2:22][CH2:23][CH2:24][CH2:25][C:26]([O:28][CH2:29][C:30]2[O:31][CH:32]=[CH:33][CH:34]=2)=[O:27])=[O:17])=[O:31])=[CH:33][CH:32]=1)(=[O:60])[CH:20]=[CH2:21], predict the reactants needed to synthesize it. The reactants are: Cl.CN(C)[CH2:4][CH2:5][CH2:6]N=C=NCC.[OH:13][C:14]1[CH:38]=[CH:37][C:36]([OH:39])=[CH:35][C:15]=1[C:16]([O:18][CH2:19][CH2:20][CH2:21][CH2:22][CH2:23][CH2:24][CH2:25][C:26]([O:28][CH2:29][C:30]1[O:31][CH:32]=[CH:33][CH:34]=1)=[O:27])=[O:17].C([CH2:44][CH2:45][CH2:46][CH2:47][CH2:48][CH2:49][O:50][C:51]1[CH:59]=[CH:58][C:54]([C:55]([OH:57])=O)=[CH:53][CH:52]=1)(=O)C=C.[OH2:60]. (4) Given the product [C:1]([NH:28][CH2:27][CH2:26][NH:25][CH2:24][CH2:23][NH:22][CH2:21][CH2:20][NH:19][CH2:18][CH:17]([C:10](=[O:13])[C:2]1[CH:7]=[CH:6][CH:5]=[CH:4][CH:3]=1)[NH2:16])(=[O:8])[C:2]1[CH:7]=[CH:6][CH:5]=[CH:4][CH:3]=1, predict the reactants needed to synthesize it. The reactants are: [C:1](Cl)(=[O:8])[C:2]1[CH:7]=[CH:6][CH:5]=[CH:4][CH:3]=1.[C:10]([O-:13])([O-])=O.[Na+].[Na+].[NH2:16][CH2:17][CH2:18][NH:19][CH2:20][CH2:21][NH:22][CH2:23][CH2:24][NH:25][CH2:26][CH2:27][NH2:28]. (5) Given the product [Br:1][C:2]1[CH:3]=[CH:4][CH:5]=[C:6]2[C:11]=1[N:10]=[CH:9][CH:8]=[C:7]2[CH:12]=[O:14], predict the reactants needed to synthesize it. The reactants are: [Br:1][C:2]1[CH:3]=[CH:4][CH:5]=[C:6]2[C:11]=1[N:10]=[CH:9][CH:8]=[C:7]2[CH3:12].[Se](=O)=[O:14]. (6) Given the product [C:1]([O:5][C:6](=[O:22])[CH2:7][N:8]([CH:9]([CH2:13][OH:14])[CH:10]([CH3:11])[CH3:12])[CH3:23])([CH3:2])([CH3:3])[CH3:4], predict the reactants needed to synthesize it. The reactants are: [C:1]([O:5][C:6](=[O:22])[CH2:7][NH:8][CH:9]([C:13](C)(C)[O:14][SiH2]C(C)(C)C)[CH:10]([CH3:12])[CH3:11])([CH3:4])([CH3:3])[CH3:2].[CH:23](N(C(C)C)CC)(C)C.CI.